From a dataset of CYP2D6 inhibition data for predicting drug metabolism from PubChem BioAssay. Regression/Classification. Given a drug SMILES string, predict its absorption, distribution, metabolism, or excretion properties. Task type varies by dataset: regression for continuous measurements (e.g., permeability, clearance, half-life) or binary classification for categorical outcomes (e.g., BBB penetration, CYP inhibition). Dataset: cyp2d6_veith. The molecule is O=C1C=C[C@@H](O)[C@@H]2[C@@H]1CC[C@H]1C(=O)N(C3CCCCC3)C(=O)[C@H]12. The result is 0 (non-inhibitor).